Dataset: Catalyst prediction with 721,799 reactions and 888 catalyst types from USPTO. Task: Predict which catalyst facilitates the given reaction. (1) Reactant: [CH2:1]([C@@H:3]1[C:9](=O)[NH:8][C:7]2[CH:11]=[CH:12][CH:13]=[CH:14][C:6]=2[C:5](=O)[NH:4]1)[CH3:2].[H-].[Al+3].[Li+].[H-].[H-].[H-].COCCOC.[OH-].[Na+]. Product: [CH2:1]([C@@H:3]1[CH2:9][NH:8][C:7]2[CH:11]=[CH:12][CH:13]=[CH:14][C:6]=2[CH2:5][NH:4]1)[CH3:2]. The catalyst class is: 6. (2) Reactant: [CH3:1][C:2]([C:8]1[C:13](=[O:14])[C:12]([CH3:15])=[C:11]([CH3:16])[C:10](=[O:17])[C:9]=1[CH3:18])([CH3:7])[CH2:3][C:4]([OH:6])=[O:5].[N+:19]([O-:34])([O:21][C@H:22]([CH3:33])[C@@H:23]([O:29][N+:30]([O-:32])=[O:31])[CH2:24][CH2:25][CH2:26][CH2:27]O)=[O:20].C(Cl)CCl. Product: [CH3:7][C:2]([C:8]1[C:13](=[O:14])[C:12]([CH3:15])=[C:11]([CH3:16])[C:10](=[O:17])[C:9]=1[CH3:18])([CH3:1])[CH2:3][C:4]([O:6][CH2:27][CH2:26][CH2:25][CH2:24][C@H:23]([O:29][N+:30]([O-:32])=[O:31])[C@H:22]([O:21][N+:19]([O-:34])=[O:20])[CH3:33])=[O:5]. The catalyst class is: 64.